Dataset: Forward reaction prediction with 1.9M reactions from USPTO patents (1976-2016). Task: Predict the product of the given reaction. Given the reactants [CH2:1]([C:8]1[N:9]=[N:10][C:11]2[C:16]([C:17]=1O)=[CH:15][CH:14]=[CH:13][C:12]=2[C:19]([F:22])([F:21])[F:20])[C:2]1[CH:7]=[CH:6][CH:5]=[CH:4][CH:3]=1.P(Br)(Br)([Br:25])=O.O, predict the reaction product. The product is: [CH2:1]([C:8]1[N:9]=[N:10][C:11]2[C:16]([C:17]=1[Br:25])=[CH:15][CH:14]=[CH:13][C:12]=2[C:19]([F:22])([F:21])[F:20])[C:2]1[CH:7]=[CH:6][CH:5]=[CH:4][CH:3]=1.